Dataset: Forward reaction prediction with 1.9M reactions from USPTO patents (1976-2016). Task: Predict the product of the given reaction. (1) Given the reactants [O:1]=[C:2]1[CH2:5][CH:4](C(O)=O)[CH2:3]1.CC[N:11]([CH2:14]C)CC.C1C=CC(P(N=[N+]=[N-])(C2C=CC=CC=2)=[O:23])=CC=1.[CH2:33]([OH:40])[C:34]1[CH:39]=[CH:38][CH:37]=[CH:36][CH:35]=1, predict the reaction product. The product is: [CH2:33]([O:40][C:14](=[O:23])[NH:11][CH:4]1[CH2:3][C:2](=[O:1])[CH2:5]1)[C:34]1[CH:39]=[CH:38][CH:37]=[CH:36][CH:35]=1. (2) Given the reactants [CH3:1][C:2]([C:6]1([OH:21])[CH2:10][CH2:9][N:8]([C:11]([O:13][CH2:14][C:15]2[CH:20]=[CH:19][CH:18]=[CH:17][CH:16]=2)=[O:12])[CH2:7]1)([CH3:5])[CH:3]=[O:4].CC(C)=[O:24].Cl.O.[Mn]([O-])(=O)(=O)=O.[K+], predict the reaction product. The product is: [CH2:14]([O:13][C:11]([N:8]1[CH2:9][CH2:10][C:6]([C:2]([CH3:1])([CH3:5])[C:3]([OH:24])=[O:4])([OH:21])[CH2:7]1)=[O:12])[C:15]1[CH:16]=[CH:17][CH:18]=[CH:19][CH:20]=1. (3) The product is: [N+:14]([C:17]1[CH:22]=[C:21]([N+:23]([O-:25])=[O:24])[CH:20]=[CH:19][C:18]=1[S:26]([NH2:8])(=[O:28])=[O:27])([O-:16])=[O:15]. Given the reactants C(O)(C(F)(F)F)=O.[N:8]1C=CC=CC=1.[N+:14]([C:17]1[CH:22]=[C:21]([N+:23]([O-:25])=[O:24])[CH:20]=[CH:19][C:18]=1[S:26](Cl)(=[O:28])=[O:27])([O-:16])=[O:15].S(Cl)(Cl)(=O)=O, predict the reaction product.